This data is from Full USPTO retrosynthesis dataset with 1.9M reactions from patents (1976-2016). The task is: Predict the reactants needed to synthesize the given product. (1) Given the product [CH3:1][O:2][C:3]1[C:23]([O:24][CH3:25])=[C:22]([O:26][CH3:27])[CH:21]=[CH:20][C:4]=1[CH2:5][CH:6]1[C:15]2[C:10](=[CH:11][C:12]([O:18][CH3:19])=[C:13]([O:16][CH3:17])[CH:14]=2)[CH2:9][CH2:8][N:7]1[CH2:29][C:30]([NH:39][CH2:38][C:37]1[CH:40]=[CH:41][CH:42]=[CH:43][C:36]=1[O:35][CH2:33][CH3:34])=[O:31], predict the reactants needed to synthesize it. The reactants are: [CH3:1][O:2][C:3]1[C:23]([O:24][CH3:25])=[C:22]([O:26][CH3:27])[CH:21]=[CH:20][C:4]=1[CH2:5][CH:6]1[C:15]2[C:10](=[CH:11][C:12]([O:18][CH3:19])=[C:13]([O:16][CH3:17])[CH:14]=2)[CH2:9][CH2:8][NH:7]1.Br[CH2:29][C:30](Br)=[O:31].[CH2:33]([O:35][C:36]1[CH:43]=[CH:42][CH:41]=[CH:40][C:37]=1[CH2:38][NH2:39])[CH3:34]. (2) Given the product [C:30]([O:29][C:28](=[O:34])[NH:27][C:12]1([C:15](=[O:26])[NH:16][C@@H:17]([C:19]2[CH:20]=[CH:21][C:22]([F:25])=[CH:23][CH:24]=2)[CH3:18])[CH2:13][CH2:14][CH:9]([NH2:8])[CH2:10][CH2:11]1)([CH3:31])([CH3:32])[CH3:33], predict the reactants needed to synthesize it. The reactants are: C([NH:8][CH:9]1[CH2:14][CH2:13][C:12]([NH:27][C:28](=[O:34])[O:29][C:30]([CH3:33])([CH3:32])[CH3:31])([C:15](=[O:26])[NH:16][C@@H:17]([C:19]2[CH:24]=[CH:23][C:22]([F:25])=[CH:21][CH:20]=2)[CH3:18])[CH2:11][CH2:10]1)C1C=CC=CC=1.[H][H]. (3) Given the product [CH:9]([O:8][CH2:1][C:2]1[CH:7]=[CH:6][CH:5]=[CH:4][CH:3]=1)=[CH2:10], predict the reactants needed to synthesize it. The reactants are: [CH2:1]([OH:8])[C:2]1[CH:7]=[CH:6][CH:5]=[CH:4][CH:3]=1.[C:9](OC=C)(=O)[CH3:10].C([O-])([O-])=O.[Na+].[Na+]. (4) Given the product [NH2:12][C:9]1[C:10]2[N:11]=[C:2]([N:13]3[CH2:18][CH2:17][CH2:16][C@H:15]([NH:19][C:20](=[O:26])[O:21][C:22]([CH3:24])([CH3:23])[CH3:25])[CH2:14]3)[CH:3]=[CH:4][C:5]=2[N:6]=[CH:7][N:8]=1, predict the reactants needed to synthesize it. The reactants are: Cl[C:2]1[CH:3]=[CH:4][C:5]2[N:6]=[CH:7][N:8]=[C:9]([NH2:12])[C:10]=2[N:11]=1.[NH:13]1[CH2:18][CH2:17][CH2:16][C@H:15]([NH:19][C:20](=[O:26])[O:21][C:22]([CH3:25])([CH3:24])[CH3:23])[CH2:14]1.C(N(CC)CC)C. (5) Given the product [F:14][CH:2]([F:1])[O:3][C:4]1[CH:12]=[CH:11][CH:10]=[C:9]2[C:5]=1[CH2:6][CH:7]([CH3:13])[N:8]2[C:41](=[O:42])[CH2:40][C:35]1[NH:36][C:37](=[O:39])[CH:38]=[C:33]([N:27]2[CH2:28][CH2:29][O:30][CH2:31][CH2:32]2)[N:34]=1, predict the reactants needed to synthesize it. The reactants are: [F:1][CH:2]([F:14])[O:3][C:4]1[CH:12]=[CH:11][CH:10]=[C:9]2[C:5]=1[CH2:6][CH:7]([CH3:13])[NH:8]2.Cl.CN(C)CCCN=C=NCC.[N:27]1([C:33]2[N:34]=[C:35]([CH2:40][C:41]([O-])=[O:42])[NH:36][C:37](=[O:39])[CH:38]=2)[CH2:32][CH2:31][O:30][CH2:29][CH2:28]1.[Na+].O. (6) Given the product [CH3:1][C:2]1[CH:10]=[CH:9][C:8]([N+:11]([O-:13])=[O:12])=[CH:7][C:3]=1[C:4]([Cl:17])=[O:5], predict the reactants needed to synthesize it. The reactants are: [CH3:1][C:2]1[CH:10]=[CH:9][C:8]([N+:11]([O-:13])=[O:12])=[CH:7][C:3]=1[C:4](O)=[O:5].C(Cl)(=O)C([Cl:17])=O.